This data is from Full USPTO retrosynthesis dataset with 1.9M reactions from patents (1976-2016). The task is: Predict the reactants needed to synthesize the given product. (1) Given the product [CH:27]([N:26]1[C:20]2[CH:19]=[C:18]([NH:17][C:15]3[CH:14]=[CH:13][N:12]=[C:11]([N:8]4[CH2:9][CH2:10][C:6]([CH3:31])([C:4]([OH:5])=[O:3])[CH2:7]4)[N:16]=3)[N:23]=[CH:22][C:21]=2[N:24]=[C:25]1[CH3:30])([CH3:29])[CH3:28], predict the reactants needed to synthesize it. The reactants are: C([O:3][C:4]([C:6]1([CH3:31])[CH2:10][CH2:9][N:8]([C:11]2[N:16]=[C:15]([NH:17][C:18]3[N:23]=[CH:22][C:21]4[N:24]=[C:25]([CH3:30])[N:26]([CH:27]([CH3:29])[CH3:28])[C:20]=4[CH:19]=3)[CH:14]=[CH:13][N:12]=2)[CH2:7]1)=[O:5])C. (2) Given the product [CH2:5]([C@H:2]1[C@@H:26]([C:27]2[CH:28]=[CH:29][CH:30]=[CH:31][CH:32]=2)[CH:25]=[CH:24][N:23]([S:20]([C:17]2[CH:16]=[CH:15][C:14]([O:13][CH3:12])=[CH:19][CH:18]=2)(=[O:22])=[O:21])[C:3]1=[O:4])[C:6]1[CH:11]=[CH:10][CH:9]=[CH:8][CH:7]=1, predict the reactants needed to synthesize it. The reactants are: Cl[CH:2]([CH2:5][C:6]1[CH:11]=[CH:10][CH:9]=[CH:8][CH:7]=1)[CH:3]=[O:4].[CH3:12][O:13][C:14]1[CH:19]=[CH:18][C:17]([S:20]([N:23]=[CH:24]/[CH:25]=[CH:26]/[C:27]2[CH:32]=[CH:31][CH:30]=[CH:29][CH:28]=2)(=[O:22])=[O:21])=[CH:16][CH:15]=1.CCN(C(C)C)C(C)C. (3) The reactants are: I[C:2]1[NH:6][C:5]([C@@H:7]2[CH2:11][C@H:10]([CH3:12])[CH2:9][N:8]2[C:13]([C@@H:15]([N:19]([CH3:24])[C:20](=[O:23])[O:21][CH3:22])[CH:16]([CH3:18])[CH3:17])=[O:14])=[N:4][CH:3]=1.[C:25]([C:27]1[CH:32]=[CH:31][C:30]([C:33]#[CH:34])=[CH:29][CH:28]=1)#[CH:26]. Given the product [CH3:22][O:21][C:20]([N:19]([CH3:24])[C@@H:15]([CH:16]([CH3:18])[CH3:17])[C:13]([N:8]1[CH2:9][C@@H:10]([CH3:12])[CH2:11][C@H:7]1[C:5]1[NH:4][CH:3]=[C:2]([C:26]#[C:25][C:27]2[CH:32]=[CH:31][C:30]([C:33]#[C:34][C:2]3[N:6]=[C:5]([C@@H:7]4[CH2:11][C@H:10]([CH3:12])[CH2:9][N:8]4[C:13]([C@@H:15]([N:19]([CH3:24])[C:20](=[O:23])[O:21][CH3:22])[CH:16]([CH3:17])[CH3:18])=[O:14])[NH:4][CH:3]=3)=[CH:29][CH:28]=2)[N:6]=1)=[O:14])=[O:23], predict the reactants needed to synthesize it. (4) Given the product [CH3:22][CH:20]([CH3:21])[CH2:19][C@H:18]([NH:17][C:16]([C:62]1[O:63][C:64]2[CH:69]=[CH:68][CH:67]=[CH:66][C:65]=2[C:61]=1[CH3:60])=[O:35])[C:23](=[O:34])[NH:24][CH:25]1[CH2:31][CH:30]([CH3:32])[CH2:29][N:28]([S:7]([C:1]2[CH:2]=[CH:3][CH:4]=[CH:5][N:42]=2)(=[O:9])=[O:8])[CH2:27][C:26]1=[O:33], predict the reactants needed to synthesize it. The reactants are: [C:1]1([S:7](Cl)(=[O:9])=[O:8])C=[CH:5][CH:4]=[CH:3][CH:2]=1.C(O[C:16](=[O:35])[NH:17][C@H:18]([C:23](=[O:34])[NH:24][CH:25]1[CH2:31][CH:30]([CH3:32])[CH2:29][NH:28][CH2:27][CH:26]1[OH:33])[CH2:19][CH:20]([CH3:22])[CH3:21])(C)(C)C.C(OC(=O)[NH:42][C@H](C(=O)NC1CCCNCC1O)CC(C)C)(C)(C)C.[CH3:60][C:61]1[C:65]2[CH:66]=[CH:67][CH:68]=[CH:69][C:64]=2[O:63][C:62]=1C(O)=O.O1C2C=CC(C(O)=O)=CC=2OC1. (5) Given the product [CH2:9]([NH:16][CH:3]([CH3:4])[CH2:2][C:1]([O:6][CH2:7][CH3:8])=[O:5])[C:10]1[CH:15]=[CH:14][CH:13]=[CH:12][CH:11]=1, predict the reactants needed to synthesize it. The reactants are: [C:1]([O:6][CH2:7][CH3:8])(=[O:5])/[CH:2]=[CH:3]/[CH3:4].[CH2:9]([NH2:16])[C:10]1[CH:15]=[CH:14][CH:13]=[CH:12][CH:11]=1. (6) The reactants are: [CH:1]1([O:7][C:8]([NH:10][CH:11]([C:23]2[CH:28]=[CH:27][CH:26]=[CH:25][CH:24]=2)[C:12]([O:14][C@@H:15]2[CH:20]3[CH2:21][CH2:22][N:17]([CH2:18][CH2:19]3)[CH2:16]2)=[O:13])=[O:9])[CH2:6][CH2:5][CH2:4][CH2:3][CH2:2]1.[Br:29][CH2:30][C:31]([C:33]1[CH:38]=[CH:37][CH:36]=[CH:35][CH:34]=1)=[O:32]. Given the product [Br-:29].[CH:1]1([O:7][C:8]([NH:10][CH:11]([C:23]2[CH:24]=[CH:25][CH:26]=[CH:27][CH:28]=2)[C:12]([O:14][C@@H:15]2[CH:20]3[CH2:19][CH2:18][N+:17]([CH2:30][C:31](=[O:32])[C:33]4[CH:38]=[CH:37][CH:36]=[CH:35][CH:34]=4)([CH2:22][CH2:21]3)[CH2:16]2)=[O:13])=[O:9])[CH2:6][CH2:5][CH2:4][CH2:3][CH2:2]1, predict the reactants needed to synthesize it.